Dataset: Reaction yield outcomes from USPTO patents with 853,638 reactions. Task: Predict the reaction yield, written as a fraction of the theoretical maximum amount of product (1.0 means a 100% yield; for example, 0.34 means a 34% yield). (1) The reactants are C[N:2](C)[CH:3]=[CH:4][C:5]([C:7]1[C:12](=[O:13])[CH:11]=[CH:10][N:9]([C:14]2[CH:19]=[CH:18][CH:17]=[C:16]([F:20])[CH:15]=2)[N:8]=1)=O.[C:22]1([NH:28]N)[CH:27]=[CH:26][CH:25]=[CH:24][CH:23]=1. The catalyst is CO. The product is [F:20][C:16]1[CH:15]=[C:14]([N:9]2[CH:10]=[CH:11][C:12](=[O:13])[C:7]([C:5]3[N:28]([C:22]4[CH:27]=[CH:26][CH:25]=[CH:24][CH:23]=4)[N:2]=[CH:3][CH:4]=3)=[N:8]2)[CH:19]=[CH:18][CH:17]=1. The yield is 0.170. (2) The reactants are [CH2:1]([C:4]1[CH:9]=[CH:8][C:7]([Cl:10])=[C:6]([C:11]2[CH:16]=[CH:15][CH:14]=[CH:13][C:12]=2[Cl:17])[C:5]=1[OH:18])[CH:2]=[CH2:3]. The catalyst is C(Cl)Cl.CC1C=CC=CC=1[P](C1C=CC=CC=1C)([Pd](Cl)(Cl)[P](C1=C(C)C=CC=C1)(C1C=CC=CC=1C)C1C=CC=CC=1C)C1C=CC=CC=1C. The product is [Cl:17][C:12]1[CH:13]=[CH:14][CH:15]=[CH:16][C:11]=1[C:6]1[C:5]([OH:18])=[C:4]([CH:1]=[CH:2][CH3:3])[CH:9]=[CH:8][C:7]=1[Cl:10]. The yield is 0.480.